This data is from Forward reaction prediction with 1.9M reactions from USPTO patents (1976-2016). The task is: Predict the product of the given reaction. (1) Given the reactants [NH2:1][C:2]1[C:3]2[N:4]([C:8]([C@@H:12]3[CH2:20][CH2:19][C@@H:18]4[N:14]([C:15](=[O:21])[CH2:16][CH2:17]4)[CH2:13]3)=[N:9][C:10]=2Br)[CH:5]=[CH:6][N:7]=1.[CH3:22][O:23][C:24]1[CH:29]=[C:28]([C:30](=[O:42])[NH:31][C:32]2[CH:37]=[C:36]([C:38]([F:41])([F:40])[F:39])[CH:35]=[CH:34][N:33]=2)[CH:27]=[CH:26][C:25]=1[B-](F)(F)F.[K+], predict the reaction product. The product is: [NH2:1][C:2]1[C:3]2[N:4]([C:8]([C@@H:12]3[CH2:20][CH2:19][C@@H:18]4[N:14]([C:15](=[O:21])[CH2:16][CH2:17]4)[CH2:13]3)=[N:9][C:10]=2[C:25]2[CH:26]=[CH:27][C:28]([C:30]([NH:31][C:32]3[CH:37]=[C:36]([C:38]([F:41])([F:39])[F:40])[CH:35]=[CH:34][N:33]=3)=[O:42])=[CH:29][C:24]=2[O:23][CH3:22])[CH:5]=[CH:6][N:7]=1. (2) The product is: [O:39]=[CH:30][C:31]1[CH:2]=[CH:1][C:35]([OH:36])=[C:33]([O:34][CH3:29])[CH:32]=1. Given the reactants [CH3:1][C:2]1(C)S[C@@H]2[C@H](NC([C@H](N)C3C=CC=CC=3)=O)C(=O)N2[C@H]1C(O)=O.CC(S[C@@H:29]1[O:34][C@H:33]([CH2:35][OH:36])[C@H:32](O)[C@H:31](O)[C@H:30]1[OH:39])C, predict the reaction product. (3) The product is: [C:16]([O:20][C:21]([NH:23][CH:24]1[CH2:29][CH2:28][CH2:27][N:26]([S:12]([C:10]2[C:11]3[C:2]([F:1])=[CH:3][N:4]=[CH:5][C:6]=3[CH:7]=[CH:8][CH:9]=2)(=[O:14])=[O:13])[CH2:25]1)=[O:22])([CH3:19])([CH3:17])[CH3:18].[NH2:23][CH:24]1[CH2:29][CH2:28][CH2:27][N:26]([S:12]([C:10]2[C:11]3[C:2]([F:1])=[CH:3][N:4]=[CH:5][C:6]=3[CH:7]=[CH:8][CH:9]=2)(=[O:14])=[O:13])[CH2:25]1.[ClH:15]. Given the reactants [F:1][C:2]1[C:11]2[C:10]([S:12]([Cl:15])(=[O:14])=[O:13])=[CH:9][CH:8]=[CH:7][C:6]=2[CH:5]=[N:4][CH:3]=1.[C:16]([O:20][C:21]([NH:23][CH:24]1[CH2:29][CH2:28][CH2:27][NH:26][CH2:25]1)=[O:22])([CH3:19])([CH3:18])[CH3:17], predict the reaction product. (4) The product is: [CH2:16]([O:18][C:19](=[O:27])[CH:20]([C:21]1[CH:22]=[N:23][CH:24]=[CH:25][CH:26]=1)[CH2:36][C:32]1[C:33]([Cl:35])=[N:34][C:29]([Cl:28])=[N:30][CH:31]=1)[CH3:17]. Given the reactants C(NC1CCCCC1)(C)C.C([Li])CCC.[CH2:16]([O:18][C:19](=[O:27])[CH2:20][C:21]1[CH:22]=[N:23][CH:24]=[CH:25][CH:26]=1)[CH3:17].[Cl:28][C:29]1[N:34]=[C:33]([Cl:35])[C:32]([CH2:36]I)=[CH:31][N:30]=1, predict the reaction product.